From a dataset of Catalyst prediction with 721,799 reactions and 888 catalyst types from USPTO. Predict which catalyst facilitates the given reaction. Reactant: [C:1]1([CH2:7][CH2:8][CH2:9][O:10][C:11]2[CH:18]=[CH:17][C:14]([CH:15]=[O:16])=[CH:13][CH:12]=2)[CH:6]=[CH:5][CH:4]=[CH:3][CH:2]=1.Br[Mg][CH:21]=[CH2:22].[Cl-].[NH4+]. Product: [C:1]1([CH2:7][CH2:8][CH2:9][O:10][C:11]2[CH:12]=[CH:13][C:14]([CH:15]([OH:16])[CH:21]=[CH2:22])=[CH:17][CH:18]=2)[CH:2]=[CH:3][CH:4]=[CH:5][CH:6]=1. The catalyst class is: 7.